From a dataset of Forward reaction prediction with 1.9M reactions from USPTO patents (1976-2016). Predict the product of the given reaction. Given the reactants [C:1]([C:5]1[CH:13]=[C:12]2[C:8]([CH2:9][CH:10]([CH3:15])[C:11]2=O)=[C:7]([C:16]2[CH:21]=[CH:20][CH:19]=[CH:18][CH:17]=2)[C:6]=1[O:22][CH2:23][CH:24]([CH3:26])[CH3:25])([CH3:4])([CH3:3])[CH3:2].[BH4-].[Na+].CO.CC1C=CC(S(O)(=O)=O)=CC=1, predict the reaction product. The product is: [C:1]([C:5]1[CH:13]=[C:12]2[C:8](=[C:7]([C:16]3[CH:17]=[CH:18][CH:19]=[CH:20][CH:21]=3)[C:6]=1[O:22][CH2:23][CH:24]([CH3:26])[CH3:25])[CH2:9][C:10]([CH3:15])=[CH:11]2)([CH3:2])([CH3:3])[CH3:4].